Predict which catalyst facilitates the given reaction. From a dataset of Catalyst prediction with 721,799 reactions and 888 catalyst types from USPTO. (1) Reactant: [OH:1][C@H:2]([CH3:19])[C:3]([NH:5][CH:6]1[CH2:11][CH2:10][N:9]([C:12]([O:14][C:15]([CH3:18])([CH3:17])[CH3:16])=[O:13])[CH2:8][CH2:7]1)=[O:4].[C:20](N1C=CN=C1)(N1C=CN=C1)=[O:21]. Product: [CH3:19][C@H:2]1[O:1][C:20](=[O:21])[N:5]([CH:6]2[CH2:11][CH2:10][N:9]([C:12]([O:14][C:15]([CH3:18])([CH3:17])[CH3:16])=[O:13])[CH2:8][CH2:7]2)[C:3]1=[O:4]. The catalyst class is: 3. (2) Reactant: [C:1]([C:4]1[C:5]([C:19](=O)[CH3:20])=[C:6]([CH3:18])[N:7]([C:10]2[CH:15]=[CH:14][C:13]([OH:16])=[C:12]([CH3:17])[CH:11]=2)[C:8]=1[CH3:9])(=O)[CH3:2].[NH2:22][NH2:23]. Product: [CH3:17][C:12]1[CH:11]=[C:10]([N:7]2[C:8]([CH3:9])=[C:4]3[C:5]([C:19]([CH3:20])=[N:22][N:23]=[C:1]3[CH3:2])=[C:6]2[CH3:18])[CH:15]=[CH:14][C:13]=1[OH:16]. The catalyst class is: 8. (3) Reactant: [CH3:1][C:2]1[O:3][C:4]2[C:9]([C:10](=[O:12])[CH:11]=1)=[CH:8][CH:7]=[CH:6][C:5]=2[CH:13]=O.[CH3:15][O:16][C:17]1[CH:22]=[CH:21][C:20]([C:23](=[O:28])[CH2:24][C:25](=[O:27])[CH3:26])=[CH:19][CH:18]=1.C(O)(=O)C.N1CCCCC1. Product: [CH3:15][O:16][C:17]1[CH:18]=[CH:19][C:20]([C:23](=[O:28])[C:24](=[CH:13][C:5]2[CH:6]=[CH:7][CH:8]=[C:9]3[C:4]=2[O:3][C:2]([CH3:1])=[CH:11][C:10]3=[O:12])[C:25](=[O:27])[CH3:26])=[CH:21][CH:22]=1. The catalyst class is: 4. (4) Reactant: [CH2:1]([O:3][C:4]1[CH:9]=[CH:8][C:7]([S:10]([N:13]2[CH2:18][CH2:17][N:16]([CH2:19][CH3:20])[CH2:15][CH2:14]2)(=[O:12])=[O:11])=[CH:6][C:5]=1[C:21]1[NH:26][C:25](=[O:27])[C:24]2=[C:28]([CH3:34])[N:29]=[C:30]([CH2:31][CH2:32][CH3:33])[N:23]2[N:22]=1)[CH3:2].[Cl:35]CCl.[ClH:38]. Product: [ClH:35].[ClH:38].[CH2:1]([O:3][C:4]1[CH:9]=[CH:8][C:7]([S:10]([N:13]2[CH2:14][CH2:15][N:16]([CH2:19][CH3:20])[CH2:17][CH2:18]2)(=[O:12])=[O:11])=[CH:6][C:5]=1[C:21]1[NH:26][C:25](=[O:27])[C:24]2=[C:28]([CH3:34])[N:29]=[C:30]([CH2:31][CH2:32][CH3:33])[N:23]2[N:22]=1)[CH3:2]. The catalyst class is: 28. (5) Reactant: [CH2:1]([N:5]1[C:13]2[C:8](=[C:9]([C:18]#[N:19])[CH:10]=[C:11]([C:14]([O:16]C)=[O:15])[CH:12]=2)[CH:7]=[CH:6]1)[CH2:2][CH2:3][CH3:4].[OH-].[Na+].Cl. Product: [CH2:1]([N:5]1[C:13]2[C:8](=[C:9]([C:18]#[N:19])[CH:10]=[C:11]([C:14]([OH:16])=[O:15])[CH:12]=2)[CH:7]=[CH:6]1)[CH2:2][CH2:3][CH3:4]. The catalyst class is: 5.